This data is from Catalyst prediction with 721,799 reactions and 888 catalyst types from USPTO. The task is: Predict which catalyst facilitates the given reaction. (1) Reactant: [CH2:1]([O:8][C:9]1[CH:14]=[CH:13][C:12]([CH:15]=[C:16]([O:21][CH3:22])[C:17]([O:19]C)=[O:18])=[CH:11][CH:10]=1)[C:2]1[CH:7]=[CH:6][CH:5]=[CH:4][CH:3]=1.[OH-].[Na+:24]. Product: [CH2:1]([O:8][C:9]1[CH:14]=[CH:13][C:12]([CH:15]=[C:16]([O:21][CH3:22])[C:17]([O-:19])=[O:18])=[CH:11][CH:10]=1)[C:2]1[CH:3]=[CH:4][CH:5]=[CH:6][CH:7]=1.[Na+:24]. The catalyst class is: 5. (2) Reactant: C([O:5][C@H:6]([C@H:8]1[CH2:12][O:11][C:10](=[O:13])[N:9]1[C:14]1[C:19]([F:20])=[CH:18][N:17]=[C:16]([NH:21][C@H:22]([CH:24]2[CH2:29][CH2:28][N:27]([C:30]3[CH:35]=[CH:34][C:33]([Cl:36])=[C:32]([O:37][C:38]([F:41])([F:40])[F:39])[CH:31]=3)[CH2:26][CH2:25]2)[CH3:23])[N:15]=1)[CH3:7])(C)(C)C.C(O)(C(F)(F)F)=O. Product: [Cl:36][C:33]1[CH:34]=[CH:35][C:30]([N:27]2[CH2:28][CH2:29][CH:24]([C@@H:22]([NH:21][C:16]3[N:15]=[C:14]([N:9]4[C@@H:8]([C@@H:6]([OH:5])[CH3:7])[CH2:12][O:11][C:10]4=[O:13])[C:19]([F:20])=[CH:18][N:17]=3)[CH3:23])[CH2:25][CH2:26]2)=[CH:31][C:32]=1[O:37][C:38]([F:39])([F:40])[F:41]. The catalyst class is: 2.